From a dataset of Full USPTO retrosynthesis dataset with 1.9M reactions from patents (1976-2016). Predict the reactants needed to synthesize the given product. (1) Given the product [CH:18]1(/[CH:24]=[C:9](\[C:8]([C:3]2[CH:4]=[CH:5][CH:6]=[CH:7][C:2]=2[OH:1])=[O:17])/[C:10]([O:12][C:13]([CH3:14])([CH3:16])[CH3:15])=[O:11])[CH2:23][CH2:22][CH2:21][CH2:20][CH2:19]1, predict the reactants needed to synthesize it. The reactants are: [OH:1][C:2]1[CH:7]=[CH:6][CH:5]=[CH:4][C:3]=1[C:8](=[O:17])[CH2:9][C:10]([O:12][C:13]([CH3:16])([CH3:15])[CH3:14])=[O:11].[CH:18]1([CH:24]=O)[CH2:23][CH2:22][CH2:21][CH2:20][CH2:19]1.C([O-])(=O)C.[NH2+]1CCCCC1.S([O-])([O-])(=O)=O.[Na+].[Na+]. (2) Given the product [F:1][C:2]1[CH:3]=[CH:4][C:5]([NH:8][C:9]([C:11]2[N:12]=[CH:13][C:14]([CH:17]([CH3:22])[C:18]([OH:20])=[O:19])=[CH:15][N:16]=2)=[O:10])=[CH:6][CH:7]=1, predict the reactants needed to synthesize it. The reactants are: [F:1][C:2]1[CH:7]=[CH:6][C:5]([N:8](COCC[Si](C)(C)C)[C:9]([C:11]2[N:16]=[CH:15][C:14]([CH:17]([CH3:22])[C:18]([O:20]C)=[O:19])=[CH:13][N:12]=2)=[O:10])=[CH:4][CH:3]=1.Cl. (3) Given the product [NH2:24][C:23]1[CH:25]=[C:26]([C:2]2[CH:3]=[CH:4][N:5]3[C:10]([C:11]=2[CH3:12])=[C:9]([CH:13]2[CH2:15][CH2:14]2)[CH:8]=[C:7]([C:16]([O:18][CH3:19])=[O:17])[C:6]3=[O:20])[CH:27]=[CH:28][C:22]=1[F:21], predict the reactants needed to synthesize it. The reactants are: Cl[C:2]1[CH:3]=[CH:4][N:5]2[C:10]([C:11]=1[CH3:12])=[C:9]([CH:13]1[CH2:15][CH2:14]1)[CH:8]=[C:7]([C:16]([O:18][CH3:19])=[O:17])[C:6]2=[O:20].[F:21][C:22]1[CH:28]=[CH:27][C:26](B2OC(C)(C)C(C)(C)O2)=[CH:25][C:23]=1[NH2:24]. (4) The reactants are: Br[C:2]1[CH:3]=[CH:4][C:5]([Cl:8])=[N:6][CH:7]=1.[NH2:9][C:10]1[C:14]([C:15](=[O:17])[NH2:16])=[CH:13][N:12]([C:18]2([CH2:32][C:33]#[N:34])[CH2:23][CH2:22][N:21]([C:24]([O:26][CH2:27][C:28]([F:31])([F:30])[F:29])=[O:25])[CH2:20][CH2:19]2)[N:11]=1.C(P(C(C)(C)C)C1C(C)=C(C)C(C)=C(C)C=1C1C(C(C)C)=CC(C(C)C)=CC=1C(C)C)(C)(C)C.P([O-])([O-])([O-])=O.[K+].[K+].[K+]. Given the product [C:15]([C:14]1[C:10]([NH:9][C:2]2[CH:7]=[N:6][C:5]([Cl:8])=[CH:4][CH:3]=2)=[N:11][N:12]([C:18]2([CH2:32][C:33]#[N:34])[CH2:23][CH2:22][N:21]([C:24]([O:26][CH2:27][C:28]([F:31])([F:30])[F:29])=[O:25])[CH2:20][CH2:19]2)[CH:13]=1)(=[O:17])[NH2:16], predict the reactants needed to synthesize it.